From a dataset of Full USPTO retrosynthesis dataset with 1.9M reactions from patents (1976-2016). Predict the reactants needed to synthesize the given product. (1) Given the product [N:1]1[C:10]2[C:5](=[CH:6][CH:7]=[CH:8][CH:9]=2)[CH:4]=[C:3]([C:11]([Cl:17])=[O:13])[CH:2]=1, predict the reactants needed to synthesize it. The reactants are: [N:1]1[C:10]2[C:5](=[CH:6][CH:7]=[CH:8][CH:9]=2)[CH:4]=[C:3]([C:11]([OH:13])=O)[CH:2]=1.C(Cl)(=O)C([Cl:17])=O. (2) Given the product [F:29][C:23]1[CH:24]=[C:25]([NH:26][C:40](=[O:41])[CH2:39][C:38]([N:37]([C:34]2[CH:35]=[CH:36][C:31]([F:30])=[CH:32][CH:33]=2)[CH3:44])=[O:43])[CH:27]=[CH:28][C:22]=1[O:21][C:18]1[CH:17]=[CH:16][N:15]=[C:14]2[CH:13]=[C:12]([C:9]3[CH:8]=[CH:7][C:6]([CH:2]=[O:3])=[CH:11][N:10]=3)[S:20][C:19]=12, predict the reactants needed to synthesize it. The reactants are: O1CC[O:3][CH:2]1[C:6]1[CH:7]=[CH:8][C:9]([C:12]2[S:20][C:19]3[C:14](=[N:15][CH:16]=[CH:17][C:18]=3[O:21][C:22]3[CH:28]=[CH:27][C:25]([NH2:26])=[CH:24][C:23]=3[F:29])[CH:13]=2)=[N:10][CH:11]=1.[F:30][C:31]1[CH:36]=[CH:35][C:34]([N:37]([CH3:44])[C:38](=[O:43])[CH2:39][C:40](O)=[O:41])=[CH:33][CH:32]=1. (3) Given the product [NH2:1][C:4]1[N:33]=[CH:32][CH:31]=[CH:30][C:5]=1[C:6]([N:8]([C@@H:20]([C:27](=[O:29])[NH2:28])[C:21]1[CH:26]=[CH:25][CH:24]=[CH:23][CH:22]=1)[C@H:9]1[C:17]2[C:12](=[C:13]([F:19])[CH:14]=[C:15]([Cl:18])[CH:16]=2)[CH2:11][CH2:10]1)=[O:7], predict the reactants needed to synthesize it. The reactants are: [N+:1]([C:4]1[N:33]=[CH:32][CH:31]=[CH:30][C:5]=1[C:6]([N:8]([C@@H:20]([C:27](=[O:29])[NH2:28])[C:21]1[CH:26]=[CH:25][CH:24]=[CH:23][CH:22]=1)[C@H:9]1[C:17]2[C:12](=[C:13]([F:19])[CH:14]=[C:15]([Cl:18])[CH:16]=2)[CH2:11][CH2:10]1)=[O:7])([O-])=O. (4) Given the product [CH3:26][N:25]([CH3:27])[S:22]([C:19]1[CH:18]=[CH:17][C:16]([N:12]2[CH2:13][CH2:14][C@H:10]([NH:9][C:7](=[O:8])[O:6][C:2]([CH3:5])([CH3:3])[CH3:4])[CH2:11]2)=[CH:21][CH:20]=1)(=[O:23])=[O:24], predict the reactants needed to synthesize it. The reactants are: [Ca].[C:2]([O:6][C:7]([NH:9][CH:10]1[CH2:14][CH2:13][NH:12][CH2:11]1)=[O:8])([CH3:5])([CH3:4])[CH3:3].F[C:16]1[CH:21]=[CH:20][C:19]([S:22]([N:25]([CH3:27])[CH3:26])(=[O:24])=[O:23])=[CH:18][CH:17]=1.C(=O)([O-])[O-].[K+].[K+]. (5) Given the product [Cl:1][C:2]1[CH:7]=[CH:6][CH:5]=[C:4]([CH3:8])[C:3]=1[NH:9][C:10]1[NH:11][C:12]2[C:18]3[CH2:19][C:20]([CH3:23])([CH3:22])[O:21][C:17]=3[C:16]([C:24]([NH:35][C:32]3[CH:33]=[CH:34][C:29]([C:28]([F:27])([F:36])[F:37])=[CH:30][CH:31]=3)=[O:25])=[CH:15][C:13]=2[N:14]=1, predict the reactants needed to synthesize it. The reactants are: [Cl:1][C:2]1[CH:7]=[CH:6][CH:5]=[C:4]([CH3:8])[C:3]=1[NH:9][C:10]1[NH:11][C:12]2[C:18]3[CH2:19][C:20]([CH3:23])([CH3:22])[O:21][C:17]=3[C:16]([C:24](O)=[O:25])=[CH:15][C:13]=2[N:14]=1.[F:27][C:28]([F:37])([F:36])[C:29]1[CH:34]=[CH:33][C:32]([NH2:35])=[CH:31][CH:30]=1.CCN(C(C)C)C(C)C.O. (6) The reactants are: CN1C(=O)CCC1.Cl[C:9]1[N:10]=[C:11]([NH:27][CH2:28][CH:29]2[CH2:34][CH2:33][O:32][CH2:31][CH2:30]2)[C:12]2[O:17][N:16]=[C:15]([C:18]3[CH:26]=[CH:25][C:21]([C:22]([OH:24])=[O:23])=[CH:20][CH:19]=3)[C:13]=2[N:14]=1.[CH:35]1([NH2:40])[CH2:39][CH2:38][CH2:37][CH2:36]1.O. Given the product [CH:35]1([NH:40][C:9]2[N:10]=[C:11]([NH:27][CH2:28][CH:29]3[CH2:30][CH2:31][O:32][CH2:33][CH2:34]3)[C:12]3[O:17][N:16]=[C:15]([C:18]4[CH:19]=[CH:20][C:21]([C:22]([OH:24])=[O:23])=[CH:25][CH:26]=4)[C:13]=3[N:14]=2)[CH2:39][CH2:38][CH2:37][CH2:36]1, predict the reactants needed to synthesize it. (7) The reactants are: [CH:1]1[CH:2]=[C:3]([CH2:6][NH:7][C:8]2[C:13]([C:14]([OH:16])=O)=[CH:12][C:11]([S:17]([NH2:20])(=[O:19])=[O:18])=[C:10]([Cl:21])[CH:9]=2)[O:4][CH:5]=1.[NH:22]1[CH2:27][CH2:26][O:25][CH2:24][CH2:23]1.O[N:29]1C2C=CC=CC=2N=N1.C(Cl)CCl. Given the product [N:22]1([NH:29][C:14](=[O:16])[C:13]2[CH:12]=[C:11]([S:17]([NH2:20])(=[O:19])=[O:18])[C:10]([Cl:21])=[CH:9][C:8]=2[NH:7][CH2:6][C:3]2[O:4][CH:5]=[CH:1][CH:2]=2)[CH2:27][CH2:26][O:25][CH2:24][CH2:23]1, predict the reactants needed to synthesize it. (8) Given the product [C:37]([C:31]1[CH:32]=[C:33]2[C:28](=[CH:29][CH:30]=1)[CH:27]([NH:26][C:17](=[O:18])[CH2:16][CH:15]([NH:14][S:11]([C:2]1[CH:3]=[CH:4][C:5]3[C:10](=[CH:9][CH:8]=[CH:7][CH:6]=3)[CH:1]=1)(=[O:13])=[O:12])[C:20]1[CH:25]=[CH:24][CH:23]=[CH:22][CH:21]=1)[CH2:36][CH2:35][CH2:34]2)#[N:38], predict the reactants needed to synthesize it. The reactants are: [CH:1]1[C:10]2[C:5](=[CH:6][CH:7]=[CH:8][CH:9]=2)[CH:4]=[CH:3][C:2]=1[S:11]([NH:14][CH:15]([C:20]1[CH:25]=[CH:24][CH:23]=[CH:22][CH:21]=1)[CH2:16][C:17](O)=[O:18])(=[O:13])=[O:12].[NH2:26][CH:27]1[CH2:36][CH2:35][CH2:34][C:33]2[CH:32]=[C:31]([C:37]#[N:38])[CH:30]=[CH:29][C:28]1=2. (9) Given the product [NH2:30][C:20]1[CH:21]=[C:22]([CH:28]=[CH:29][C:19]=1[CH2:18][CH2:17][NH:16][C:14]([C:11]1[CH:12]=[CH:13][C:8]([C:5]2[CH:6]=[CH:7][C:2]([Cl:1])=[CH:3][CH:4]=2)=[CH:9][CH:10]=1)=[O:15])[C:23]([O:25][CH2:26][CH3:27])=[O:24], predict the reactants needed to synthesize it. The reactants are: [Cl:1][C:2]1[CH:7]=[CH:6][C:5]([C:8]2[CH:13]=[CH:12][C:11]([C:14]([NH:16][CH2:17][CH2:18][C:19]3[CH:29]=[CH:28][C:22]([C:23]([O:25][CH2:26][CH3:27])=[O:24])=[CH:21][C:20]=3[N+:30]([O-])=O)=[O:15])=[CH:10][CH:9]=2)=[CH:4][CH:3]=1.C1COCC1.